This data is from Forward reaction prediction with 1.9M reactions from USPTO patents (1976-2016). The task is: Predict the product of the given reaction. (1) Given the reactants Cl[CH2:2][CH2:3][O:4][C:5]1[CH:10]=[CH:9][CH:8]=[CH:7][C:6]=1[C:11]1([NH:15][C:16]2[C:17](=[O:35])[N:18]([C:22]3[CH:23]=[C:24]([CH:31]=[CH:32][C:33]=3[CH3:34])[C:25]([NH:27][CH:28]3[CH2:30][CH2:29]3)=[O:26])[CH:19]=[CH:20][N:21]=2)[CH2:14][CH2:13][CH2:12]1.[CH3:36][NH2:37], predict the reaction product. The product is: [CH:28]1([NH:27][C:25](=[O:26])[C:24]2[CH:31]=[CH:32][C:33]([CH3:34])=[C:22]([N:18]3[CH:19]=[CH:20][N:21]=[C:16]([NH:15][C:11]4([C:6]5[CH:7]=[CH:8][CH:9]=[CH:10][C:5]=5[O:4][CH2:3][CH2:2][NH:37][CH3:36])[CH2:14][CH2:13][CH2:12]4)[C:17]3=[O:35])[CH:23]=2)[CH2:30][CH2:29]1. (2) Given the reactants [ClH:1].[CH:2]1([N:8]([C:49]2[CH:54]=[CH:53][C:52]([OH:55])=[CH:51][CH:50]=2)[C:9]([C:11]2[C:19]3[C:14](=[CH:15][CH:16]=[CH:17][CH:18]=3)[N:13]([C:20]3[CH:25]=[C:24]([O:26][CH3:27])[C:23]([OH:28])=[CH:22][C:21]=3[C:29]([N:31]3[C@H:40]([CH2:41][N:42]4[CH2:47][CH2:46][N:45]([CH3:48])[CH2:44][CH2:43]4)[CH2:39][C:38]4[C:33](=[CH:34][CH:35]=[CH:36][CH:37]=4)[CH2:32]3)=[O:30])[CH:12]=2)=[O:10])[CH2:7][CH2:6][CH2:5][CH2:4][CH2:3]1, predict the reaction product. The product is: [ClH:1].[ClH:1].[CH:2]1([N:8]([C:49]2[CH:54]=[CH:53][C:52]([OH:55])=[CH:51][CH:50]=2)[C:9]([C:11]2[C:19]3[C:14](=[CH:15][CH:16]=[CH:17][CH:18]=3)[N:13]([C:20]3[CH:25]=[C:24]([O:26][CH3:27])[C:23]([OH:28])=[CH:22][C:21]=3[C:29]([N:31]3[C@H:40]([CH2:41][N:42]4[CH2:43][CH2:44][N:45]([CH3:48])[CH2:46][CH2:47]4)[CH2:39][C:38]4[C:33](=[CH:34][CH:35]=[CH:36][CH:37]=4)[CH2:32]3)=[O:30])[CH:12]=2)=[O:10])[CH2:7][CH2:6][CH2:5][CH2:4][CH2:3]1. (3) Given the reactants [F:1][C:2]1[CH:3]=[C:4](/[CH:13]=[CH:14]/[C:15]([OH:17])=[O:16])[CH:5]=[CH:6][C:7]=1[O:8][C:9]([F:12])([F:11])[F:10], predict the reaction product. The product is: [F:1][C:2]1[CH:3]=[C:4]([CH2:13][CH2:14][C:15]([OH:17])=[O:16])[CH:5]=[CH:6][C:7]=1[O:8][C:9]([F:12])([F:11])[F:10]. (4) Given the reactants [C:1]([O:4][CH:5]([O:30][C:31](=[O:33])[CH3:32])[C:6]1[CH:11]=[C:10]([O:12][CH2:13][CH:14]([CH2:19][CH3:20])[CH2:15][CH2:16][CH2:17][CH3:18])[CH:9]=[CH:8][C:7]=1[O:21][CH2:22][CH:23]([CH2:28][CH3:29])[CH2:24][CH2:25][CH2:26][CH3:27])(=[O:3])[CH3:2].[N+:34]([O-])([OH:36])=[O:35].C(=O)(O)[O-].[Na+].O, predict the reaction product. The product is: [C:31]([O:30][CH:5]([O:4][C:1](=[O:3])[CH3:2])[C:6]1[CH:11]=[C:10]([O:12][CH2:13][CH:14]([CH2:19][CH3:20])[CH2:15][CH2:16][CH2:17][CH3:18])[C:9]([N+:34]([O-:36])=[O:35])=[CH:8][C:7]=1[O:21][CH2:22][CH:23]([CH2:28][CH3:29])[CH2:24][CH2:25][CH2:26][CH3:27])(=[O:33])[CH3:32]. (5) Given the reactants [Si]([O:8][C@@H:9]1[C:13]2([CH2:15][CH2:14]2)[C:12](=[O:16])[N:11]([C:17]2[CH:24]=[CH:23][C:20]([C:21]#[N:22])=[C:19]([C:25]([F:28])([F:27])[F:26])[CH:18]=2)[C@H:10]1[CH2:29][CH3:30])(C(C)(C)C)(C)C.CO.Cl.C(=O)([O-])O.[Na+], predict the reaction product. The product is: [CH2:29]([C@H:10]1[C@H:9]([OH:8])[C:13]2([CH2:15][CH2:14]2)[C:12](=[O:16])[N:11]1[C:17]1[CH:24]=[CH:23][C:20]([C:21]#[N:22])=[C:19]([C:25]([F:28])([F:26])[F:27])[CH:18]=1)[CH3:30].